This data is from Reaction yield outcomes from USPTO patents with 853,638 reactions. The task is: Predict the reaction yield, written as a fraction of the theoretical maximum amount of product (1.0 means a 100% yield; for example, 0.34 means a 34% yield). (1) The yield is 0.920. The reactants are [Cl:1][C:2]1[CH:7]=[C:6]2[NH:8][C:9](=[O:27])[C:10]3([CH:15]([CH:16]([CH3:18])[CH3:17])[CH2:14][C:13](=O)[NH:12][CH:11]3[C:20]3[CH:25]=[CH:24][CH:23]=[C:22]([Cl:26])[CH:21]=3)[C:5]2=[CH:4][CH:3]=1.COC1C=CC(P2(=S)SP(=S)(C3C=CC(OC)=CC=3)[S:37]2)=CC=1. The catalyst is C1(C)C=CC=CC=1. The product is [Cl:1][C:2]1[CH:7]=[C:6]2[NH:8][C:9](=[O:27])[C:10]3([CH:15]([CH:16]([CH3:18])[CH3:17])[CH2:14][C:13](=[S:37])[NH:12][CH:11]3[C:20]3[CH:25]=[CH:24][CH:23]=[C:22]([Cl:26])[CH:21]=3)[C:5]2=[CH:4][CH:3]=1. (2) The reactants are C([Si](C)(C)OC(C1C=CC(CCCCCCCC)=CC=1)CC=C)(C)(C)C.C[N+]1([O-])CCOCC1.S([O-])([O-])(=O)=S.[Na+].[Na+].[Si]([O:49][CH:50]([C:56]1[CH:61]=[CH:60][C:59]([CH2:62][CH2:63][CH2:64][CH2:65][CH2:66][CH2:67][CH2:68][CH3:69])=[CH:58][CH:57]=1)[CH2:51][CH:52]([OH:55])[CH2:53][OH:54])(C(C)(C)C)(C)C.CCCC[N+](CCCC)(CCCC)CCCC.[F-]. The catalyst is CC(C)=O.O.C1COCC1.[Os](=O)(=O)(=O)=O.CCOC(C)=O.CCCCCCC. The product is [CH2:62]([C:59]1[CH:58]=[CH:57][C:56]([CH:50]([OH:49])[CH2:51][CH:52]([OH:55])[CH2:53][OH:54])=[CH:61][CH:60]=1)[CH2:63][CH2:64][CH2:65][CH2:66][CH2:67][CH2:68][CH3:69]. The yield is 1.14. (3) The reactants are [C:1]([C:3]1[C:4]([C:23]([F:26])([F:25])[F:24])=[C:5]2[C:9](=[CH:10][CH:11]=1)[N:8]([CH2:12][C:13]([O:15]C(C)(C)C)=[O:14])[C:7]([CH:20]1[CH2:22][CH2:21]1)=[CH:6]2)#[N:2].C(O)(C(F)(F)F)=O. The catalyst is C(Cl)Cl. The product is [C:1]([C:3]1[C:4]([C:23]([F:26])([F:25])[F:24])=[C:5]2[C:9](=[CH:10][CH:11]=1)[N:8]([CH2:12][C:13]([OH:15])=[O:14])[C:7]([CH:20]1[CH2:22][CH2:21]1)=[CH:6]2)#[N:2]. The yield is 0.850. (4) The reactants are Br[CH2:2][C:3]([OH:11])([C:7]([F:10])([F:9])[F:8])[C:4]([NH2:6])=[O:5].C(=O)([O-])[O-].[K+].[K+]. The catalyst is CC(C)=O. The product is [F:8][C:7]([F:10])([F:9])[C:3]1([C:4]([NH2:6])=[O:5])[CH2:2][O:11]1. The yield is 0.760. (5) The reactants are C(=O)([O-])[O-].[K+].[K+].C([O:10][CH2:11][C:12]1[CH:17]=[CH:16][C:15]([CH3:18])=[C:14]([C:19]#[N:20])[N:13]=1)(=O)C. The catalyst is CO. The product is [OH:10][CH2:11][C:12]1[N:13]=[C:14]([C:19]#[N:20])[C:15]([CH3:18])=[CH:16][CH:17]=1. The yield is 0.800. (6) The product is [CH3:18][N:6]1[CH2:7][C@@H:2]([CH3:1])[N:3]([CH2:9][C:10]2[CH:15]=[CH:14][CH:13]=[CH:12][CH:11]=2)[CH2:4][C@H:5]1[CH3:8]. The catalyst is ClCCl. The yield is 0.960. The reactants are [CH3:1][C@@H:2]1[CH2:7][NH:6][C@H:5]([CH3:8])[CH2:4][N:3]1[CH2:9][C:10]1[CH:15]=[CH:14][CH:13]=[CH:12][CH:11]=1.C=O.[C:18](O[BH-](OC(=O)C)OC(=O)C)(=O)C.[Na+]. (7) The reactants are [F:1][C:2]1[CH:21]=[CH:20][C:5]2[C:6]([C:9]3[CH:14]=[CH:13][C:12]([O:15][CH2:16][C@H:17]4[CH2:19][O:18]4)=[CH:11][CH:10]=3)=[N:7][O:8][C:4]=2[CH:3]=1.[Cl:22][C:23]1[CH:24]=[C:25]([CH:28]=[CH:29][C:30]=1[Cl:31])[CH2:26][NH2:27]. The catalyst is C(O)C. The product is [Cl:22][C:23]1[CH:24]=[C:25]([CH:28]=[CH:29][C:30]=1[Cl:31])[CH2:26][NH:27][CH2:19][C@@H:17]([OH:18])[CH2:16][O:15][C:12]1[CH:13]=[CH:14][C:9]([C:6]2[C:5]3[CH:20]=[CH:21][C:2]([F:1])=[CH:3][C:4]=3[O:8][N:7]=2)=[CH:10][CH:11]=1. The yield is 0.770.